The task is: Predict the reaction yield, written as a fraction of the theoretical maximum amount of product (1.0 means a 100% yield; for example, 0.34 means a 34% yield).. This data is from Reaction yield outcomes from USPTO patents with 853,638 reactions. The reactants are [CH2:1]([O:3][C:4](=[O:16])[CH2:5][C:6]1[CH:11]=[C:10]([Cl:12])[CH:9]=[CH:8][C:7]=1[N+:13]([O-])=O)[CH3:2]. The catalyst is C1C=CC=CC=1.O=[Pt]=O. The product is [CH2:1]([O:3][C:4](=[O:16])[CH2:5][C:6]1[CH:11]=[C:10]([Cl:12])[CH:9]=[CH:8][C:7]=1[NH2:13])[CH3:2]. The yield is 0.640.